From a dataset of TCR-epitope binding with 47,182 pairs between 192 epitopes and 23,139 TCRs. Binary Classification. Given a T-cell receptor sequence (or CDR3 region) and an epitope sequence, predict whether binding occurs between them. (1) The epitope is DPFRLLQNSQVFS. The TCR CDR3 sequence is CASSYEGQAGYTF. Result: 0 (the TCR does not bind to the epitope). (2) The epitope is FLPRVFSAV. The TCR CDR3 sequence is CASQIGFYEQYF. Result: 1 (the TCR binds to the epitope).